This data is from TCR-epitope binding with 47,182 pairs between 192 epitopes and 23,139 TCRs. The task is: Binary Classification. Given a T-cell receptor sequence (or CDR3 region) and an epitope sequence, predict whether binding occurs between them. (1) The epitope is FSKQLQQSM. The TCR CDR3 sequence is CASSQDLNNEQFF. Result: 0 (the TCR does not bind to the epitope). (2) The epitope is ARMILMTHF. The TCR CDR3 sequence is CAIGGHDYGYTF. Result: 0 (the TCR does not bind to the epitope). (3) The epitope is FIAGLIAIV. The TCR CDR3 sequence is CASSYAESSYNEQFF. Result: 1 (the TCR binds to the epitope).